Dataset: Full USPTO retrosynthesis dataset with 1.9M reactions from patents (1976-2016). Task: Predict the reactants needed to synthesize the given product. (1) Given the product [CH2:1]([O:3][C:4](=[O:32])[CH:5]([C:10]1[CH:11]=[C:12]([C:22]2[CH:23]=[CH:24][C:25]([C:28]([F:29])([F:30])[F:31])=[CH:26][CH:27]=2)[CH:13]=[C:14]([CH:16]2[CH2:21][CH2:20][CH2:19][N:18]([CH2:45][C:44]3[CH:35]=[CH:36][C:37]4[N:41]=[N:40][N:39]([CH3:42])[C:38]=4[CH:43]=3)[CH2:17]2)[CH:15]=1)[CH2:6][CH:7]([CH3:9])[CH3:8])[CH3:2], predict the reactants needed to synthesize it. The reactants are: [CH2:1]([O:3][C:4](=[O:32])[CH:5]([C:10]1[CH:11]=[C:12]([C:22]2[CH:27]=[CH:26][C:25]([C:28]([F:31])([F:30])[F:29])=[CH:24][CH:23]=2)[CH:13]=[C:14]([CH:16]2[CH2:21][CH2:20][CH2:19][NH:18][CH2:17]2)[CH:15]=1)[CH2:6][CH:7]([CH3:9])[CH3:8])[CH3:2].BrC[C:35]1[CH:44]=[CH:43][C:38]2[N:39]([CH3:42])[N:40]=[N:41][C:37]=2[CH:36]=1.[CH:45](N(C(C)C)CC)(C)C.CN(C=O)C. (2) Given the product [CH3:46][O:45][C:41]1[N:40]=[CH:39][N:38]=[C:37]2[C:42]=1[N:43]=[CH:44][N:36]2[C@@H:29]([CH2:30][CH2:31][CH2:32][CH2:33][CH2:34][CH3:35])[C@H:27]([OH:26])[CH3:28], predict the reactants needed to synthesize it. The reactants are: [F-].C([N+](CCCC)(CCCC)CCCC)CCC.[Si]([O:26][C@@H:27]([C@@H:29]([N:36]1[CH:44]=[N:43][C:42]2[C:37]1=[N:38][CH:39]=[N:40][C:41]=2[O:45][CH3:46])[CH2:30][CH2:31][CH2:32][CH2:33][CH2:34][CH3:35])[CH3:28])(C(C)(C)C)(C)C.ClCCl.CO. (3) Given the product [CH2:36]([O:43][C:44](=[O:56])[NH:45][C:46]1[CH:47]=[CH:48][C:49]([C:52](=[O:55])[CH2:53][N:20]2[C:21]3[CH:27]=[CH:26][CH:25]=[CH:24][C:22]=3[N:23]=[C:19]2[C:18]2[C:14]([NH:13][C:12](=[O:28])[CH2:11][NH:10][C:9]([O:8][CH2:1][C:2]3[CH:3]=[CH:4][CH:5]=[CH:6][CH:7]=3)=[O:29])=[N:15][O:16][N:17]=2)=[CH:50][CH:51]=1)[C:37]1[CH:38]=[CH:39][CH:40]=[CH:41][CH:42]=1, predict the reactants needed to synthesize it. The reactants are: [CH2:1]([O:8][C:9](=[O:29])[NH:10][CH2:11][C:12](=[O:28])[NH:13][C:14]1[C:18]([C:19]2[NH:23][C:22]3[CH:24]=[CH:25][CH:26]=[CH:27][C:21]=3[N:20]=2)=[N:17][O:16][N:15]=1)[C:2]1[CH:7]=[CH:6][CH:5]=[CH:4][CH:3]=1.C(=O)([O-])[O-].[K+].[K+].[CH2:36]([O:43][C:44](=[O:56])[NH:45][C:46]1[CH:51]=[CH:50][C:49]([C:52](=[O:55])[CH2:53]Br)=[CH:48][CH:47]=1)[C:37]1[CH:42]=[CH:41][CH:40]=[CH:39][CH:38]=1. (4) Given the product [CH:1]1([CH2:4][N:5]2[C:9]3=[N:10][CH:11]=[C:12]([C:14]([OH:16])=[O:15])[CH:13]=[C:8]3[N:7]=[C:6]2[CH2:18][C:19]2[CH:24]=[CH:23][C:22]([O:25][CH2:26][CH3:27])=[CH:21][CH:20]=2)[CH2:3][CH2:2]1, predict the reactants needed to synthesize it. The reactants are: [CH:1]1([CH2:4][N:5]2[C:9]3=[N:10][CH:11]=[C:12]([C:14]([O:16]C)=[O:15])[CH:13]=[C:8]3[N:7]=[C:6]2[CH2:18][C:19]2[CH:24]=[CH:23][C:22]([O:25][CH2:26][CH3:27])=[CH:21][CH:20]=2)[CH2:3][CH2:2]1.[OH-].[Na+]. (5) Given the product [CH:5]1([C:8]2[CH:9]=[CH:10][C:11]([OH:22])=[C:12]([C:14]([C:16]3[CH:21]=[CH:20][CH:19]=[CH:18][CH:17]=3)=[O:15])[CH:13]=2)[CH2:6][CH2:7]1, predict the reactants needed to synthesize it. The reactants are: B(Br)(Br)Br.[CH:5]1([C:8]2[CH:9]=[CH:10][C:11]([O:22]C)=[C:12]([C:14]([C:16]3[CH:21]=[CH:20][CH:19]=[CH:18][CH:17]=3)=[O:15])[CH:13]=2)[CH2:7][CH2:6]1. (6) Given the product [Cl:1][C:2]1[CH:7]=[CH:6][C:5]([C:8]2[C:9]3[C:22]([N:23]([CH3:25])[CH3:24])=[N:21][CH:20]=[CH:19][C:10]=3[C:11]3[C:17]([CH3:18])=[N:16][O:15][C:12]=3[CH2:13][N:14]=2)=[CH:4][CH:3]=1, predict the reactants needed to synthesize it. The reactants are: [Cl:1][C:2]1[CH:7]=[CH:6][C:5]([C:8]2[C:9]3[C:22]([NH:23][CH3:24])=[N:21][CH:20]=[CH:19][C:10]=3[C:11]3[C:17]([CH3:18])=[N:16][O:15][C:12]=3[CH2:13][N:14]=2)=[CH:4][CH:3]=1.[CH3:25]NC. (7) Given the product [CH:1]1([C:7]2[C:8]3[C:13]([N:14]4[C:19]=2[C:18]2[CH:20]=[CH:21][CH:22]=[CH:23][C:17]=2[O:16][CH2:15]4)=[CH:12][C:11]([C:24]([OH:26])=[O:25])=[CH:10][CH:9]=3)[CH2:2][CH2:3][CH2:4][CH2:5][CH2:6]1, predict the reactants needed to synthesize it. The reactants are: [CH:1]1([C:7]2[C:8]3[C:13]([N:14]4[C:19]=2[C:18]2[CH:20]=[CH:21][CH:22]=[CH:23][C:17]=2[O:16][CH2:15]4)=[CH:12][C:11]([C:24]([O:26]C)=[O:25])=[CH:10][CH:9]=3)[CH2:6][CH2:5][CH2:4][CH2:3][CH2:2]1.[OH-].[Na+].Cl. (8) Given the product [F:1][C:2]1[C:3]([CH3:8])=[CH:4][C:5]2[C:14]([CH3:16])([CH3:15])[CH2:13][CH2:12][C:10]([CH3:18])([CH3:11])[C:6]=2[CH:7]=1, predict the reactants needed to synthesize it. The reactants are: [F:1][C:2]1[CH:7]=[CH:6][CH:5]=[CH:4][C:3]=1[CH3:8].Cl[C:10]([CH3:18])([CH2:12][CH2:13][C:14](Cl)([CH3:16])[CH3:15])[CH3:11].[Cl-].[Al+3].[Cl-].[Cl-].Cl.